This data is from Reaction yield outcomes from USPTO patents with 853,638 reactions. The task is: Predict the reaction yield, written as a fraction of the theoretical maximum amount of product (1.0 means a 100% yield; for example, 0.34 means a 34% yield). (1) The reactants are [Cl:1][C:2]1[CH:6]=[N:5][N:4]([CH3:7])[C:3]=1[C:8]1[CH:9]=[C:10]([NH2:16])[CH:11]=[CH:12][C:13]=1[O:14][CH3:15].[F:17][C:18]1[CH:23]=[CH:22][CH:21]=[CH:20][C:19]=1[N:24]=[C:25]=[O:26]. No catalyst specified. The product is [Cl:1][C:2]1[CH:6]=[N:5][N:4]([CH3:7])[C:3]=1[C:8]1[CH:9]=[C:10]([NH:16][C:25]([NH:24][C:19]2[CH:20]=[CH:21][CH:22]=[CH:23][C:18]=2[F:17])=[O:26])[CH:11]=[CH:12][C:13]=1[O:14][CH3:15]. The yield is 0.260. (2) The reactants are [O:1]1[CH2:6][CH2:5][CH:4]([C:7]([C:9]2[S:13][C:12]([NH2:14])=[N:11][C:10]=2[C:15]2[O:16][CH:17]=[CH:18][CH:19]=2)=[O:8])[CH2:3][CH2:2]1.[CH:20]1([C:23](Cl)=[O:24])[CH2:22][CH2:21]1.O. The catalyst is CN(C1C=CN=CC=1)C.N1C=CC=CC=1. The product is [O:16]1[CH:17]=[CH:18][CH:19]=[C:15]1[C:10]1[N:11]=[C:12]([NH:14][C:23]([CH:20]2[CH2:22][CH2:21]2)=[O:24])[S:13][C:9]=1[C:7]([CH:4]1[CH2:5][CH2:6][O:1][CH2:2][CH2:3]1)=[O:8]. The yield is 0.650. (3) The reactants are CCN(C(C)C)C(C)C.[F:10][C:11]([F:38])([F:37])[C:12]1[N:16]2[N:17]=[C:18]([N:21]3[CH2:26][CH2:25][CH:24]([O:27][C:28]4[CH:36]=[CH:35][C:31]([C:32](O)=[O:33])=[CH:30][CH:29]=4)[CH2:23][CH2:22]3)[CH:19]=[CH:20][C:15]2=[N:14][N:13]=1.[CH3:39][NH:40][CH2:41][CH2:42][OH:43].CN(C(ON1N=NC2C=CC=NC1=2)=[N+](C)C)C.F[P-](F)(F)(F)(F)F. The catalyst is CN(C=O)C. The product is [OH:43][CH2:42][CH2:41][N:40]([CH3:39])[C:32](=[O:33])[C:31]1[CH:30]=[CH:29][C:28]([O:27][CH:24]2[CH2:23][CH2:22][N:21]([C:18]3[CH:19]=[CH:20][C:15]4[N:16]([C:12]([C:11]([F:37])([F:10])[F:38])=[N:13][N:14]=4)[N:17]=3)[CH2:26][CH2:25]2)=[CH:36][CH:35]=1. The yield is 0.550. (4) The reactants are [F:1][C:2]1[CH:10]=[CH:9][C:5]([C:6]([OH:8])=O)=[CH:4][C:3]=1[OH:11].Cl.[CH3:13][NH:14][O:15][CH3:16]. The catalyst is C(Cl)Cl. The product is [F:1][C:2]1[CH:10]=[CH:9][C:5]([C:6]([N:14]([O:15][CH3:16])[CH3:13])=[O:8])=[CH:4][C:3]=1[OH:11]. The yield is 1.00. (5) The reactants are [Cl:1][C:2]1[CH:7]=[CH:6][C:5]([CH:8]2[C:12](=[O:13])[N:11]([C:14]([O:16][C:17]([CH3:20])([CH3:19])[CH3:18])=[O:15])[C:10]([CH3:22])([CH3:21])[CH2:9]2)=[CH:4][C:3]=1[F:23].[OH:24][Li].O. The catalyst is C1COCC1.CO.O. The product is [C:17]([O:16][C:14]([NH:11][C:10]([CH3:22])([CH3:21])[CH2:9][CH:8]([C:5]1[CH:6]=[CH:7][C:2]([Cl:1])=[C:3]([F:23])[CH:4]=1)[C:12]([OH:24])=[O:13])=[O:15])([CH3:20])([CH3:19])[CH3:18]. The yield is 0.860.